This data is from Experimentally validated miRNA-target interactions with 360,000+ pairs, plus equal number of negative samples. The task is: Binary Classification. Given a miRNA mature sequence and a target amino acid sequence, predict their likelihood of interaction. (1) The miRNA is hsa-miR-545-3p with sequence UCAGCAAACAUUUAUUGUGUGC. The protein sequence of the target gene is MTLQELVHKAASCYMDRVAVCFDECNNQLPVYYTYKTVVNAASELSNFLLLHCDFQGIREIGLYCQPGIDLPSWILGILQVPAAYVPIEPDSPPSLSTHFMKKCNLKYILVEKKQINKFKSFHETLLNYDTFTVEHNDLVLFRLHWKNTEVNLMLNDGKEKYEKEKIKSISSEHVNEEKAEEHMDLRLKHCLAYVLHTSGTTGIPKIVRVPHKCIVPNIQHFRVLFDITQEDVLFLASPLTFDPSVVEIFLALSSGASLLIVPTSVKLLPSKLASVLFSHHRVTVLQATPTLLRRFGSQL.... Result: 0 (no interaction). (2) The miRNA is hsa-miR-3605-3p with sequence CCUCCGUGUUACCUGUCCUCUAG. The protein sequence of the target gene is MNHLSPPPSPHSQQPSPAGLGCHGAALDKQWMQRASAFNTVIASAAAQKLNGRDLPFLYNPLLYSSALLWPQFLLSSATALGTPLTPMTPKSPASVVLGQRDRDFALTPEKEHELQMNNNNENSKQDYQEQDEDMPLNLSTKERITSDDSNRDQYHSSSNNSSRSSSSSEVEQLHPMTSLNVTPPPLSAVNLKSSSTPQQQRQRSQGNIIWSPASMCERSARREQYGLKMEEQGDEEEHQVDPIVRKFKYERRTASISSLQSPISSLSAPASNAVQDLEFEVAQQQLYAHRSAFMAGLTG.... Result: 0 (no interaction). (3) The miRNA is hsa-miR-4793-3p with sequence UCUGCACUGUGAGUUGGCUGGCU. The protein sequence of the target gene is MEPLRAPALRRLLPPLLLLLLSLPPRARAKYVRGNLSSKEDWVFLTRFCFLSDYGRLDFRFRYPEAKCCQNILLYFDDPSQWPAVYKAGDKDCLAKESVIRPENNQVINLTTQYAWSGCQVVSEEGTRYLSCSSGRSFRSGDGLQLEYEMVLTNGKSFWTRHFSADEFGILETDVTFLLIFILIFFLSCYFGYLLKGRQLLHTTYKMFMAAAGVEVLSLLFFCIYWGQYATDGIGNESVKILAKLLFSSSFLIFLLMLILLGKGFTVTRGRISHAGSVKLSVYMTLYTLTHVVLLIYEAE.... Result: 1 (interaction). (4) The miRNA is hsa-miR-4638-5p with sequence ACUCGGCUGCGGUGGACAAGU. The protein sequence of the target gene is MGLRDWLRTVCCCCGCECLEERALPEKEPLVSDNNPYSSFGATLVRDDEKNLWSMPHDVSHTEADDDRTLYNLIVIRNQQAKDSEEWQKLNYDIHTLRQVRREVRNRWKCILEDLGFQKEADSLLSVTKLSTISDSKNTRKAREMLLKLAEETNIFPTSWELSERYLFVVDRLIALDAAEEFFKLARRTYPKKPGVPCLADGQKELHYLPFPSP. Result: 1 (interaction).